Dataset: Forward reaction prediction with 1.9M reactions from USPTO patents (1976-2016). Task: Predict the product of the given reaction. Given the reactants [Cl:1][C:2]1[CH:7]=[C:6]([C:8]2[N:13]=[C:12](S(C)=O)[N:11]=[C:10]([NH:17][CH2:18][CH:19]([O:22][CH3:23])[O:20][CH3:21])[CH:9]=2)[CH:5]=[CH:4][N:3]=1.CN(C=O)C.Cl.[CH:30]([N:33]1[CH2:38][CH:37]2[CH2:39][C@H:34]1[CH2:35][NH:36]2)([CH3:32])[CH3:31].C([O-])([O-])=O.[K+].[K+], predict the reaction product. The product is: [Cl:1][C:2]1[CH:7]=[C:6]([C:8]2[N:13]=[C:12]([N:36]3[CH2:35][CH:34]4[CH2:39][CH:37]3[CH2:38][N:33]4[CH:30]([CH3:32])[CH3:31])[N:11]=[C:10]([NH:17][CH2:18][CH:19]([O:22][CH3:23])[O:20][CH3:21])[CH:9]=2)[CH:5]=[CH:4][N:3]=1.